This data is from Full USPTO retrosynthesis dataset with 1.9M reactions from patents (1976-2016). The task is: Predict the reactants needed to synthesize the given product. Given the product [Cl:1][C:2]1[CH:3]=[C:4]([I:9])[C:5]([NH2:8])=[N:6][CH:7]=1, predict the reactants needed to synthesize it. The reactants are: [Cl:1][C:2]1[CH:3]=[CH:4][C:5]([NH2:8])=[N:6][CH:7]=1.[I:9]I.